The task is: Regression. Given a peptide amino acid sequence and an MHC pseudo amino acid sequence, predict their binding affinity value. This is MHC class I binding data.. This data is from Peptide-MHC class I binding affinity with 185,985 pairs from IEDB/IMGT. (1) The binding affinity (normalized) is 0.0997. The MHC is HLA-A31:01 with pseudo-sequence HLA-A31:01. The peptide sequence is NSESLSLISH. (2) The peptide sequence is SLIAIIKGVV. The MHC is HLA-A02:01 with pseudo-sequence HLA-A02:01. The binding affinity (normalized) is 0.396. (3) The peptide sequence is VSFSMVGLF. The MHC is H-2-Db with pseudo-sequence H-2-Db. The binding affinity (normalized) is 0. (4) The peptide sequence is ALFHKVQSY. The MHC is HLA-B35:01 with pseudo-sequence HLA-B35:01. The binding affinity (normalized) is 0.586. (5) The peptide sequence is RMRGAHTNDVK. The MHC is HLA-A30:02 with pseudo-sequence HLA-A30:02. The binding affinity (normalized) is 0.645.